Dataset: Catalyst prediction with 721,799 reactions and 888 catalyst types from USPTO. Task: Predict which catalyst facilitates the given reaction. (1) Reactant: Br[C:2]1[CH:7]=[CH:6][C:5]([C@@H:8]([N:10]2[CH2:15][CH2:14][C@:13]([CH2:23][C:24]([CH3:28])([CH3:27])[C:25]#[N:26])([C:16]3[CH:21]=[CH:20][C:19]([F:22])=[CH:18][CH:17]=3)[O:12][C:11]2=[O:29])[CH3:9])=[CH:4][CH:3]=1.[B:30]1([B:30]2[O:34][C:33]([CH3:36])([CH3:35])[C:32]([CH3:38])([CH3:37])[O:31]2)[O:34][C:33]([CH3:36])([CH3:35])[C:32]([CH3:38])([CH3:37])[O:31]1.CC([O-])=O.[K+]. Product: [F:22][C:19]1[CH:20]=[CH:21][C:16]([C@:13]2([CH2:23][C:24]([CH3:28])([CH3:27])[C:25]#[N:26])[O:12][C:11](=[O:29])[N:10]([C@H:8]([C:5]3[CH:6]=[CH:7][C:2]([B:30]4[O:34][C:33]([CH3:36])([CH3:35])[C:32]([CH3:38])([CH3:37])[O:31]4)=[CH:3][CH:4]=3)[CH3:9])[CH2:15][CH2:14]2)=[CH:17][CH:18]=1. The catalyst class is: 418. (2) Product: [C:13]([C@@H:12]1[NH:11][C:9](=[O:10])[O:8][CH2:1][CH2:2][CH2:3][CH2:4][CH2:5][CH:6]=[CH:38][C:33]2[CH:34]=[CH:35][CH:36]=[CH:37][C:32]=2[C:31]#[C:30][CH2:29][O:28][C@H:26]2[CH2:27][N:19]([C@H:20]([C:21]([O:23][CH3:24])=[O:22])[CH2:25]2)[C:17]1=[O:18])([CH3:15])([CH3:16])[CH3:14].[CH3:40][C:41]([C:44]#[CH:45])([CH3:43])[CH3:42].[C-:46]#[O+:47].[C-:1]#[O+:8].[C-:1]#[O+:8].[C-:1]#[O+:8].[C-:1]#[O+:8].[C-:1]#[O+:8].[Co:58].[Co:58]. Reactant: [CH2:1]([O:8][C:9]([NH:11][C@H:12]([C:17]([N:19]1[CH2:27][C@H:26]([O:28][CH2:29][C:30]#[C:31][C:32]2[CH:37]=[CH:36][CH:35]=[CH:34][C:33]=2[CH:38]=C)[CH2:25][C@H:20]1[C:21]([O:23][CH3:24])=[O:22])=[O:18])[C:13]([CH3:16])([CH3:15])[CH3:14])=[O:10])[CH2:2][CH2:3][CH2:4][CH2:5][CH:6]=C.[CH3:40][C:41]([C:44]#[CH:45])([CH3:43])[CH3:42].[C-:46]#[O+:47].[C-]#[O+].[C-]#[O+].[C-]#[O+].[C-]#[O+].[C-]#[O+].[Co:58].[Co]. The catalyst class is: 26. (3) Reactant: Br[C:2]1[CH:3]=[CH:4][C:5]([N:10]2[CH:14]=[C:13]([CH3:15])[N:12]=[CH:11]2)=[C:6]([CH:9]=1)[C:7]#[N:8].[NH2:16][C:17]1[N:22]=[C:21]([CH3:23])[CH:20]=[C:19]([CH3:24])[N:18]=1.[O-]C1C=CC=CC=1.[Na+].C1(P(C2C=CC=CC=2)C2C3OC4C(=CC=CC=4P(C4C=CC=CC=4)C4C=CC=CC=4)C(C)(C)C=3C=CC=2)C=CC=CC=1. Product: [CH3:24][C:19]1[CH:20]=[C:21]([CH3:23])[N:22]=[C:17]([NH:16][C:2]2[CH:3]=[CH:4][C:5]([N:10]3[CH:14]=[C:13]([CH3:15])[N:12]=[CH:11]3)=[C:6]([CH:9]=2)[C:7]#[N:8])[N:18]=1. The catalyst class is: 38. (4) Reactant: [CH3:1][N:2]1[CH2:15][CH2:14][C:5]2[NH:6][C:7]3[CH:8]=[CH:9][C:10]([CH3:13])=[CH:11][C:12]=3[C:4]=2[CH2:3]1.[OH-].[K+].Br[CH2:19][CH2:20][C:21]1[CH:26]=[CH:25][C:24]([O:27][C:28]([CH3:31])([CH3:30])[CH3:29])=[CH:23][CH:22]=1. Product: [C:28]([O:27][C:24]1[CH:23]=[CH:22][C:21]([CH2:20][CH2:19][CH:3]2[C:4]3[C:12]4[CH:11]=[C:10]([CH3:13])[CH:9]=[CH:8][C:7]=4[NH:6][C:5]=3[CH2:14][CH2:15][N:2]2[CH3:1])=[CH:26][CH:25]=1)([CH3:30])([CH3:29])[CH3:31]. The catalyst class is: 264. (5) Reactant: [Cl:1][C:2]1[CH:7]=[C:6](Cl)[N:5]=[C:4]([NH:9][C@@H:10]([CH3:15])[C:11]([O:13][CH3:14])=[O:12])[CH:3]=1.[F:16][C:17]1[CH:38]=[CH:37][C:20]([O:21][C:22]2[CH:27]=[CH:26][C:25](B3OC(C)(C)C(C)(C)O3)=[CH:24][CH:23]=2)=[CH:19][CH:18]=1.C([O-])([O-])=O.[Na+].[Na+]. Product: [Cl:1][C:2]1[CH:7]=[C:6]([C:25]2[CH:24]=[CH:23][C:22]([O:21][C:20]3[CH:19]=[CH:18][C:17]([F:16])=[CH:38][CH:37]=3)=[CH:27][CH:26]=2)[N:5]=[C:4]([NH:9][C@@H:10]([CH3:15])[C:11]([O:13][CH3:14])=[O:12])[CH:3]=1. The catalyst class is: 75. (6) Reactant: [CH3:1][O:2][C:3]([C:5]1[S:6][C:7]([C:14](=O)[CH:15]=[C:16]([C:21]2[CH:26]=[C:25]([Cl:27])[CH:24]=[C:23]([Cl:28])[CH:22]=2)[C:17]([F:20])([F:19])[F:18])=[C:8]2[CH2:13][CH2:12][CH2:11][CH2:10][C:9]=12)=[O:4].[OH-:30].[Na+].[NH2:32]O.Cl. Product: [CH3:1][O:2][C:3]([C:5]1[S:6][C:7]([C:14]2[CH2:15][C:16]([C:21]3[CH:26]=[C:25]([Cl:27])[CH:24]=[C:23]([Cl:28])[CH:22]=3)([C:17]([F:20])([F:19])[F:18])[O:30][N:32]=2)=[C:8]2[CH2:13][CH2:12][CH2:11][CH2:10][C:9]=12)=[O:4]. The catalyst class is: 24. (7) Reactant: [Cl:1][C:2]1[C:7]([NH:8][C:9]2[C:18]3[C:13](=[CH:14][C:15]([O:26][CH2:27][CH2:28][CH2:29][N:30]4[CH2:35][CH2:34][NH:33][CH2:32][CH2:31]4)=[CH:16][C:17]=3[O:19][CH:20]3[CH2:25][CH2:24][O:23][CH2:22][CH2:21]3)[N:12]=[CH:11][N:10]=2)=[C:6]2[O:36][CH2:37][O:38][C:5]2=[CH:4][CH:3]=1.Cl[CH2:40][C:41]#[N:42].[I-].[Na+].C(=O)([O-])[O-].[K+].[K+]. Product: [Cl:1][C:2]1[C:7]([NH:8][C:9]2[C:18]3[C:13](=[CH:14][C:15]([O:26][CH2:27][CH2:28][CH2:29][N:30]4[CH2:31][CH2:32][N:33]([CH2:40][C:41]#[N:42])[CH2:34][CH2:35]4)=[CH:16][C:17]=3[O:19][CH:20]3[CH2:25][CH2:24][O:23][CH2:22][CH2:21]3)[N:12]=[CH:11][N:10]=2)=[C:6]2[O:36][CH2:37][O:38][C:5]2=[CH:4][CH:3]=1. The catalyst class is: 3. (8) Reactant: [Cl:1][C:2]1[CH:3]=[CH:4][CH:5]=[C:6]2[C:11]=1[N:10]=[C:9]([C:12]1[S:13][C:14]([CH3:17])=[N:15][N:16]=1)[C:8]([C@@H:18]([NH2:20])[CH3:19])=[CH:7]2.CCN(C(C)C)C(C)C.Cl[C:31]1[N:39]=[CH:38][N:37]=[C:36]2[C:32]=1[NH:33][CH:34]=[N:35]2. Product: [Cl:1][C:2]1[CH:3]=[CH:4][CH:5]=[C:6]2[C:11]=1[N:10]=[C:9]([C:12]1[S:13][C:14]([CH3:17])=[N:15][N:16]=1)[C:8]([C@@H:18]([NH:20][C:31]1[N:39]=[CH:38][N:37]=[C:36]3[C:32]=1[N:33]=[CH:34][NH:35]3)[CH3:19])=[CH:7]2. The catalyst class is: 51.